Dataset: Forward reaction prediction with 1.9M reactions from USPTO patents (1976-2016). Task: Predict the product of the given reaction. (1) The product is: [C:1]([C:5]1[CH:10]=[CH:9][CH:8]=[CH:7][C:6]=1[N:11]1[CH2:12][CH2:13][N:14]([C:17](=[O:33])[C:18]([NH:20][C:21]2[CH:22]=[CH:23][C:24]([CH2:27][CH2:28][C:29]([OH:31])=[O:30])=[CH:25][CH:26]=2)=[O:19])[CH2:15][CH2:16]1)([CH3:4])([CH3:2])[CH3:3]. Given the reactants [C:1]([C:5]1[CH:10]=[CH:9][CH:8]=[CH:7][C:6]=1[N:11]1[CH2:16][CH2:15][N:14]([C:17](=[O:33])[C:18]([NH:20][C:21]2[CH:26]=[CH:25][C:24]([CH2:27][CH2:28][C:29]([O:31]C)=[O:30])=[CH:23][CH:22]=2)=[O:19])[CH2:13][CH2:12]1)([CH3:4])([CH3:3])[CH3:2].[Li+].[OH-].Cl, predict the reaction product. (2) Given the reactants [C:1]1([CH2:7][CH2:8][O:9][CH2:10][CH2:11][N:12]2[CH2:17][CH2:16][CH2:15][C@H:14]([C:18](OCC)=[O:19])[CH2:13]2)[CH:6]=[CH:5][CH:4]=[CH:3][CH:2]=1.[H-].[Al+3].[Li+].[H-].[H-].[H-].CCOC(C)=O.O, predict the reaction product. The product is: [C:1]1([CH2:7][CH2:8][O:9][CH2:10][CH2:11][N:12]2[CH2:17][CH2:16][CH2:15][C@H:14]([CH2:18][OH:19])[CH2:13]2)[CH:2]=[CH:3][CH:4]=[CH:5][CH:6]=1.